Dataset: Full USPTO retrosynthesis dataset with 1.9M reactions from patents (1976-2016). Task: Predict the reactants needed to synthesize the given product. (1) The reactants are: Cl.[N+:2]([C:5]1[CH:10]=[C:9]([Cl:11])[CH:8]=[C:7]([CH2:12][CH:13]=[CH2:14])[C:6]=1[O:15][CH3:16])([O-])=O.[Sn].[OH-].[Na+]. Given the product [NH2:2][C:5]1[CH:10]=[C:9]([Cl:11])[CH:8]=[C:7]([CH2:12][CH:13]=[CH2:14])[C:6]=1[O:15][CH3:16], predict the reactants needed to synthesize it. (2) Given the product [N:15]([CH2:2][CH2:3][CH2:4][C:5]([C:7]1[CH:12]=[CH:11][C:10]([O:13][CH3:14])=[CH:9][CH:8]=1)=[O:6])=[N+:16]=[N-:17], predict the reactants needed to synthesize it. The reactants are: Cl[CH2:2][CH2:3][CH2:4][C:5]([C:7]1[CH:12]=[CH:11][C:10]([O:13][CH3:14])=[CH:9][CH:8]=1)=[O:6].[N-:15]=[N+:16]=[N-:17].[Na+].